Predict the product of the given reaction. From a dataset of Forward reaction prediction with 1.9M reactions from USPTO patents (1976-2016). (1) The product is: [Si:1]([O:8][CH2:9][CH:10]([O:21][CH:23]1[CH2:24][CH2:25][CH2:26][CH2:27][O:22]1)[C:11]1[CH:16]=[CH:15][C:14]([C:17]([CH3:20])([CH3:19])[CH3:18])=[CH:13][CH:12]=1)([C:4]([CH3:7])([CH3:6])[CH3:5])([CH3:3])[CH3:2]. Given the reactants [Si:1]([O:8][CH2:9][CH:10]([OH:21])[C:11]1[CH:16]=[CH:15][C:14]([C:17]([CH3:20])([CH3:19])[CH3:18])=[CH:13][CH:12]=1)([C:4]([CH3:7])([CH3:6])[CH3:5])([CH3:3])[CH3:2].[O:22]1[CH:27]=[CH:26][CH2:25][CH2:24][CH2:23]1.C1(C)C(S(O)(=O)=O)=CC=CC=1, predict the reaction product. (2) Given the reactants Br[C:2]1[C:3]([O:14][CH2:15][CH3:16])=[N:4][C:5]([CH2:12][CH3:13])=[C:6]([S:8]([CH3:11])(=[O:10])=[O:9])[CH:7]=1.[B:17]1([B:17]2[O:21][C:20]([CH3:23])([CH3:22])[C:19]([CH3:25])([CH3:24])[O:18]2)[O:21][C:20]([CH3:23])([CH3:22])[C:19]([CH3:25])([CH3:24])[O:18]1.CC([O-])=O.[K+].O, predict the reaction product. The product is: [CH2:15]([O:14][C:3]1[C:2]([B:17]2[O:21][C:20]([CH3:23])([CH3:22])[C:19]([CH3:25])([CH3:24])[O:18]2)=[CH:7][C:6]([S:8]([CH3:11])(=[O:10])=[O:9])=[C:5]([CH2:12][CH3:13])[N:4]=1)[CH3:16]. (3) Given the reactants C1(N=C=NC2CCCCC2)CCCCC1.[C:16]([O:20][C:21]([N:23]([CH3:28])[CH2:24][C:25]([OH:27])=[O:26])=[O:22])([CH3:19])([CH3:18])[CH3:17].O[N:30]1[C:34](=[O:35])[CH2:33][CH2:32][C:31]1=[O:36], predict the reaction product. The product is: [C:16]([O:20][C:21]([N:23]([CH3:28])[CH2:24][C:25]([O:27][N:30]1[C:34](=[O:35])[CH2:33][CH2:32][C:31]1=[O:36])=[O:26])=[O:22])([CH3:19])([CH3:18])[CH3:17]. (4) Given the reactants [NH2:1][C:2]1[C:3]([C:15]([NH2:17])=[O:16])=[N:4][C:5]([C:8]2[CH:13]=[CH:12][CH:11]=[C:10](Br)[CH:9]=2)=[CH:6][N:7]=1.[C:18]([C@:20]1([OH:27])[CH2:24][CH2:23][N:22]([CH3:25])[C:21]1=[O:26])#[CH:19], predict the reaction product. The product is: [NH2:1][C:2]1[C:3]([C:15]([NH2:17])=[O:16])=[N:4][C:5]([C:8]2[CH:13]=[CH:12][CH:11]=[C:10]([C:19]#[C:18][C@:20]3([OH:27])[CH2:24][CH2:23][N:22]([CH3:25])[C:21]3=[O:26])[CH:9]=2)=[CH:6][N:7]=1.